Dataset: Forward reaction prediction with 1.9M reactions from USPTO patents (1976-2016). Task: Predict the product of the given reaction. (1) Given the reactants CCN(C(C)C)C(C)C.[CH3:10][O:11][C:12]([NH:14][CH2:15][CH2:16][O:17][CH:18]([C:28]1[CH:29]=[C:30]([CH3:34])[CH:31]=[CH:32][CH:33]=1)[C:19]1[CH:20]=[C:21]([CH:25]=[CH:26][CH:27]=1)[C:22]([O-])=[O:23])=[O:13].[Li+].C1C=CC2N(O)N=NC=2C=1.CCN=C=NCCCN(C)C.[NH2:57][CH2:58][C@@H:59]([N:67]([CH3:75])[C:68](=[O:74])[O:69][C:70]([CH3:73])([CH3:72])[CH3:71])[CH2:60][C@H:61]1[CH2:66][CH2:65][CH2:64][O:63][CH2:62]1, predict the reaction product. The product is: [C:70]([O:69][C:68](=[O:74])[N:67]([CH:59]([CH2:60][CH:61]1[CH2:66][CH2:65][CH2:64][O:63][CH2:62]1)[CH2:58][NH:57][C:22](=[O:23])[C:21]1[CH:25]=[CH:26][CH:27]=[C:19]([CH:18]([O:17][CH2:16][CH2:15][NH:14][C:12]([O:11][CH3:10])=[O:13])[C:28]2[CH:29]=[C:30]([CH3:34])[CH:31]=[CH:32][CH:33]=2)[CH:20]=1)[CH3:75])([CH3:72])([CH3:71])[CH3:73]. (2) The product is: [F:33][C:2]([F:1])([F:34])[C:3]1[CH:4]=[CH:5][C:6]([C@@H:9]2[C:18]3[C:13](=[CH:14][CH:15]=[CH:16][CH:17]=3)[CH2:12][CH2:11][N:10]2[C:19]([NH:21][C:22]2[CH:32]=[CH:31][C:25]([C:26]([OH:28])=[O:27])=[CH:24][CH:23]=2)=[O:20])=[CH:7][CH:8]=1. Given the reactants [F:1][C:2]([F:34])([F:33])[C:3]1[CH:8]=[CH:7][C:6]([C@@H:9]2[C:18]3[C:13](=[CH:14][CH:15]=[CH:16][CH:17]=3)[CH2:12][CH2:11][N:10]2[C:19]([NH:21][C:22]2[CH:32]=[CH:31][C:25]([C:26]([O:28]CC)=[O:27])=[CH:24][CH:23]=2)=[O:20])=[CH:5][CH:4]=1.[OH-].[Na+], predict the reaction product. (3) The product is: [NH2:15][CH:16]([C:23]1[CH:28]=[CH:27][C:26]2[O:29][CH2:30][O:31][C:25]=2[CH:24]=1)[CH2:17][C:18]([OH:20])=[O:19]. Given the reactants P([O-])([O-])([O-])=O.[K+].[K+].[K+].COC(C)(C)C.[NH2:15][CH:16]([C:23]1[CH:28]=[CH:27][C:26]2[O:29][CH2:30][O:31][C:25]=2[CH:24]=1)[CH2:17][C:18]([O:20]CC)=[O:19], predict the reaction product. (4) Given the reactants [C:1]([NH:5][C:6]1[CH:29]=[CH:28][C:9]([CH2:10][CH2:11][NH:12][C:13](=[O:27])[C:14]2[CH:19]=[C:18]([N:20]3[CH2:25][CH2:24][O:23][CH2:22][CH2:21]3)[N:17]=[C:16](Cl)[CH:15]=2)=[CH:8][CH:7]=1)(=[O:4])[CH:2]=[CH2:3].[NH2:30][C:31]1[N:36]=[CH:35][C:34](B(O)O)=[CH:33][N:32]=1.C([O-])([O-])=O.[Na+].[Na+], predict the reaction product. The product is: [C:1]([NH:5][C:6]1[CH:29]=[CH:28][C:9]([CH2:10][CH2:11][NH:12][C:13](=[O:27])[C:14]2[CH:19]=[C:18]([N:20]3[CH2:25][CH2:24][O:23][CH2:22][CH2:21]3)[N:17]=[C:16]([C:34]3[CH:33]=[N:32][C:31]([NH2:30])=[N:36][CH:35]=3)[CH:15]=2)=[CH:8][CH:7]=1)(=[O:4])[CH:2]=[CH2:3]. (5) Given the reactants [CH3:1][O:2][C:3]1[CH:4]=[C:5]([S:11](Cl)(=[O:13])=[O:12])[CH:6]=[CH:7][C:8]=1[O:9][CH3:10].[OH-].[Na+].[NH:17]1[CH:21]=[CH:20][C:19]([CH:22]=[O:23])=[CH:18]1.C([O-])(O)=O.[Na+], predict the reaction product. The product is: [CH3:1][O:2][C:3]1[CH:4]=[C:5]([S:11]([N:17]2[CH:21]=[CH:20][C:19]([CH:22]=[O:23])=[CH:18]2)(=[O:13])=[O:12])[CH:6]=[CH:7][C:8]=1[O:9][CH3:10]. (6) Given the reactants [OH:1][C:2]1[C:3]([CH3:15])=[N:4][C:5]2[C:10]([C:11]=1C(O)=O)=[CH:9][CH:8]=[CH:7][CH:6]=2.[CH2:16]([O:23][C:24]1[CH:25]=[C:26]2[C:31](=[CH:32][C:33]=1[O:34][CH3:35])[N:30]=[CH:29][CH:28]=[C:27]2Cl)[C:17]1[CH:22]=[CH:21][CH:20]=[CH:19][CH:18]=1, predict the reaction product. The product is: [CH2:16]([O:23][C:24]1[CH:25]=[C:26]2[C:31](=[CH:32][C:33]=1[O:34][CH3:35])[N:30]=[CH:29][CH:28]=[C:27]2[O:1][C:2]1[C:3]([CH3:15])=[N:4][C:5]2[C:10]([CH:11]=1)=[CH:9][CH:8]=[CH:7][CH:6]=2)[C:17]1[CH:22]=[CH:21][CH:20]=[CH:19][CH:18]=1. (7) Given the reactants [ClH:1].[F:2][C:3]1[CH:8]=[CH:7][C:6]([CH:9]([N:14]2[CH2:19][CH2:18][CH2:17][CH2:16][CH2:15]2)[C:10]([O:12]C)=[O:11])=[CH:5][CH:4]=1, predict the reaction product. The product is: [ClH:1].[F:2][C:3]1[CH:4]=[CH:5][C:6]([CH:9]([N:14]2[CH2:19][CH2:18][CH2:17][CH2:16][CH2:15]2)[C:10]([OH:12])=[O:11])=[CH:7][CH:8]=1. (8) Given the reactants P([O-])([O-])([O-])=O.[N+](C1C=CC(C[O:14][C:15]([C:17]2[N:18]3[CH:21]([S:22][CH:23]=2)[C:20]([CH:25](OC(=O)C)[C:26]2[CH:48]=[CH:47][C:29]4[O:30][C:31]5[CH:46]=[CH:45][CH:44]=[CH:43][C:32]=5[C:33](=[O:42])[N:34]([CH2:35][C:36]5[CH:41]=[CH:40][CH:39]=[CH:38][CH:37]=5)[C:28]=4[CH:27]=2)(Br)[C:19]3=[O:53])=[O:16])=CC=1)([O-])=O, predict the reaction product. The product is: [CH2:35]([N:34]1[C:33](=[O:42])[C:32]2[CH:43]=[CH:44][CH:45]=[CH:46][C:31]=2[O:30][C:29]2[CH:47]=[CH:48][C:26](/[CH:25]=[C:20]3/[C@@H:21]4[N:18]([C:19]/3=[O:53])[C:17]([C:15]([OH:16])=[O:14])=[CH:23][S:22]4)=[CH:27][C:28]1=2)[C:36]1[CH:37]=[CH:38][CH:39]=[CH:40][CH:41]=1. (9) Given the reactants [CH3:1][S:2]([OH:5])(=[O:4])=[O:3].[CH2:6]([N:8]1[C:14](=[O:15])[C:13]([CH3:17])([CH3:16])[C:12](=[O:18])[N:11]([CH3:19])[C:10]2[CH:20]=[C:21]([O:24][CH2:25][CH2:26][CH2:27][N:28]3[C:37]4[C:32](=[CH:33][CH:34]=[CH:35][CH:36]=4)[C:31](=[O:38])[C:30]([C:39]4[CH:40]=[N:41][C:42]([O:45][CH3:46])=[CH:43][CH:44]=4)=[CH:29]3)[CH:22]=[CH:23][C:9]1=2)[CH3:7], predict the reaction product. The product is: [S:2]([OH:5])(=[O:4])(=[O:3])[CH3:1].[CH2:6]([N:8]1[C:14](=[O:15])[C:13]([CH3:17])([CH3:16])[C:12](=[O:18])[N:11]([CH3:19])[C:10]2[CH:20]=[C:21]([O:24][CH2:25][CH2:26][CH2:27][N:28]3[C:37]4[C:32](=[CH:33][CH:34]=[CH:35][CH:36]=4)[C:31](=[O:38])[C:30]([C:39]4[CH:40]=[N:41][C:42]([O:45][CH3:46])=[CH:43][CH:44]=4)=[CH:29]3)[CH:22]=[CH:23][C:9]1=2)[CH3:7]. (10) Given the reactants Cl[C:2]1[N:7]=[C:6]([N:8]2[CH2:13][CH2:12][CH2:11][CH:10]([C:14]3[CH:19]=[CH:18][C:17]([Cl:20])=[CH:16][CH:15]=3)[CH2:9]2)[N:5]=[CH:4][N:3]=1.B([C:24]1[CH:35]=[CH:34][C:27]([CH2:28][C@@H:29]([C:31]([OH:33])=[O:32])[NH2:30])=[CH:26][CH:25]=1)(O)O.C(#N)C.C(=O)([O-])[O-].[Na+].[Na+], predict the reaction product. The product is: [NH2:30][CH:29]([CH2:28][C:27]1[CH:34]=[CH:35][C:24]([C:2]2[N:7]=[C:6]([N:8]3[CH2:13][CH2:12][CH2:11][CH:10]([C:14]4[CH:19]=[CH:18][C:17]([Cl:20])=[CH:16][CH:15]=4)[CH2:9]3)[N:5]=[CH:4][N:3]=2)=[CH:25][CH:26]=1)[C:31]([OH:33])=[O:32].